Dataset: NCI-60 drug combinations with 297,098 pairs across 59 cell lines. Task: Regression. Given two drug SMILES strings and cell line genomic features, predict the synergy score measuring deviation from expected non-interaction effect. Drug 1: C1=CC(=C2C(=C1NCCNCCO)C(=O)C3=C(C=CC(=C3C2=O)O)O)NCCNCCO. Drug 2: C1=CN(C=N1)CC(O)(P(=O)(O)O)P(=O)(O)O. Cell line: CAKI-1. Synergy scores: CSS=4.67, Synergy_ZIP=-13.7, Synergy_Bliss=-32.5, Synergy_Loewe=-47.8, Synergy_HSA=-29.0.